Dataset: Forward reaction prediction with 1.9M reactions from USPTO patents (1976-2016). Task: Predict the product of the given reaction. (1) Given the reactants [CH2:1]([Li])CCC.C(NC(C)C)(C)C.[CH2:13]([O:15][C:16]([CH:18]1[CH2:23][CH2:22][N:21]([C:24]([O:26][C:27]([CH3:30])([CH3:29])[CH3:28])=[O:25])[CH2:20][CH2:19]1)=[O:17])[CH3:14].CI.[Cl-].[NH4+], predict the reaction product. The product is: [CH2:13]([O:15][C:16]([C:18]1([CH3:1])[CH2:23][CH2:22][N:21]([C:24]([O:26][C:27]([CH3:29])([CH3:28])[CH3:30])=[O:25])[CH2:20][CH2:19]1)=[O:17])[CH3:14]. (2) Given the reactants [O:1]1[CH2:6][CH2:5][N:4]([C:7]2[CH:12]=[CH:11][C:10]([C:13]3[N:22]=[C:21]([O:23][C:24]4[CH:32]=[CH:31][C:27]([C:28](O)=[O:29])=[CH:26][CH:25]=4)[C:20]4[C:15](=[N:16][CH:17]=[CH:18][N:19]=4)[CH:14]=3)=[CH:9][CH:8]=2)[CH2:3][CH2:2]1.C[N:34](C(ON1N=NC2C=CC=NC1=2)=[N+](C)C)C.F[P-](F)(F)(F)(F)F.CCN(C(C)C)C(C)C, predict the reaction product. The product is: [O:1]1[CH2:6][CH2:5][N:4]([C:7]2[CH:12]=[CH:11][C:10]([C:13]3[N:22]=[C:21]([O:23][C:24]4[CH:32]=[CH:31][C:27]([C:28]([NH2:34])=[O:29])=[CH:26][CH:25]=4)[C:20]4[C:15](=[N:16][CH:17]=[CH:18][N:19]=4)[CH:14]=3)=[CH:9][CH:8]=2)[CH2:3][CH2:2]1. (3) The product is: [NH:13]1[C:14]2[CH:19]=[CH:18][CH:17]=[CH:16][C:15]=2[N:11]=[C:12]1[C@H:8]([NH:9][C:10]([NH:34][C:31]1([C:28]2[CH:29]=[CH:30][C:25]([C:24]([F:23])([F:35])[F:36])=[CH:26][CH:27]=2)[CH2:33][CH2:32]1)=[O:20])[CH2:7][C:6]1[CH:21]=[CH:22][C:3]([O:2][CH3:1])=[CH:4][CH:5]=1. Given the reactants [CH3:1][O:2][C:3]1[CH:22]=[CH:21][C:6]([CH2:7][C@@H:8]2[C:12]3=[N:13][C:14]4[CH:19]=[CH:18][CH:17]=[CH:16][C:15]=4[N:11]3[C:10](=[O:20])[NH:9]2)=[CH:5][CH:4]=1.[F:23][C:24]([F:36])([F:35])[C:25]1[CH:30]=[CH:29][C:28]([C:31]2([NH2:34])[CH2:33][CH2:32]2)=[CH:27][CH:26]=1, predict the reaction product. (4) Given the reactants [NH2:1][C:2]1[CH:6]=[C:5]([C:7]([CH3:10])([CH3:9])[CH3:8])[NH:4][C:3]=1[C:11]([O:13][CH3:14])=[O:12].[Cl:15][C:16]1[C:21]([Cl:22])=[CH:20][CH:19]=[CH:18][C:17]=1[N:23]=[C:24]=[O:25], predict the reaction product. The product is: [C:11]([C:3]1[NH:4][C:5]([C:7]([CH3:10])([CH3:8])[CH3:9])=[CH:6][C:2]=1[NH:1][C:24]([NH:23][C:17]1[CH:18]=[CH:19][CH:20]=[C:21]([Cl:22])[C:16]=1[Cl:15])=[O:25])([O:13][CH3:14])=[O:12]. (5) Given the reactants [N:1]([CH2:4][CH2:5][O:6][CH2:7][CH2:8][O:9][CH2:10][CH:11]([O:22][CH2:23][C:24]([O:26][C:27]([CH3:30])([CH3:29])[CH3:28])=[O:25])[CH2:12][O:13][CH2:14][CH2:15][O:16][CH2:17][CH2:18][N:19]=[N+]=[N-])=[N+]=[N-].C(O)(=O)C, predict the reaction product. The product is: [NH2:1][CH2:4][CH2:5][O:6][CH2:7][CH2:8][O:9][CH2:10][CH:11]([O:22][CH2:23][C:24]([O:26][C:27]([CH3:30])([CH3:29])[CH3:28])=[O:25])[CH2:12][O:13][CH2:14][CH2:15][O:16][CH2:17][CH2:18][NH2:19]. (6) Given the reactants [Cl:1][C:2]1[N:11]=[CH:10][C:9]2[NH:8][CH2:7][CH:6]3[CH2:12][O:13][CH2:14][CH2:15][N:5]3[C:4]=2[N:3]=1.C(N(CC)C(C)C)(C)C.Br[CH2:26][C:27]1[CH:32]=[CH:31][CH:30]=[CH:29][CH:28]=1, predict the reaction product. The product is: [CH2:26]([N:8]1[CH2:7][CH:6]2[CH2:12][O:13][CH2:14][CH2:15][N:5]2[C:4]2[N:3]=[C:2]([Cl:1])[N:11]=[CH:10][C:9]1=2)[C:27]1[CH:32]=[CH:31][CH:30]=[CH:29][CH:28]=1.